Predict the reactants needed to synthesize the given product. From a dataset of Full USPTO retrosynthesis dataset with 1.9M reactions from patents (1976-2016). (1) Given the product [CH2:3]([N:10]([CH3:19])[CH2:11][CH2:12][CH:13]([OH:18])[CH2:14][CH2:15][CH2:16][CH3:17])[C:4]1[CH:9]=[CH:8][CH:7]=[CH:6][CH:5]=1, predict the reactants needed to synthesize it. The reactants are: [BH4-].[Na+].[CH2:3]([N:10]([CH3:19])[CH2:11][CH2:12][C:13](=[O:18])[CH2:14][CH2:15][CH2:16][CH3:17])[C:4]1[CH:9]=[CH:8][CH:7]=[CH:6][CH:5]=1. (2) The reactants are: [Si:1]([O:8][C@H:9]1[C@H:14]([CH3:15])[C@@H:13]([CH3:16])[O:12][C@@H:11]([C:17]2[CH:22]=[CH:21][N:20]=[CH:19][C:18]=2[N+:23]([O-])=O)[CH2:10]1)([C:4]([CH3:7])([CH3:6])[CH3:5])([CH3:3])[CH3:2]. Given the product [Si:1]([O:8][C@H:9]1[C@H:14]([CH3:15])[C@@H:13]([CH3:16])[O:12][C@@H:11]([C:17]2[CH:22]=[CH:21][N:20]=[CH:19][C:18]=2[NH2:23])[CH2:10]1)([C:4]([CH3:6])([CH3:7])[CH3:5])([CH3:2])[CH3:3], predict the reactants needed to synthesize it. (3) Given the product [F:14][C:2]([F:1])([C:7]([F:9])([F:8])[C:6]([F:11])([F:10])[C:5]1[NH:27][C:24]([C:21]2[CH:20]=[CH:19][C:18]([N+:15]([O-:17])=[O:16])=[CH:23][CH:22]=2)=[N:25][N:26]=1)[C:3]([OH:4])=[O:13], predict the reactants needed to synthesize it. The reactants are: [F:1][C:2]1([F:14])[C:7]([F:9])([F:8])[C:6]([F:11])([F:10])[C:5](=O)[O:4][C:3]1=[O:13].[N+:15]([C:18]1[CH:23]=[CH:22][C:21]([C:24](=[NH:27])[NH:25][NH2:26])=[CH:20][CH:19]=1)([O-:17])=[O:16].C(#N)C. (4) The reactants are: Br[C:2]1[CH:11]=[C:10]2[C:5]([C:6]([NH:14][C:15]3[CH:20]=[CH:19][C:18]([Cl:21])=[CH:17][C:16]=3[Cl:22])=[C:7]([C:12]#[N:13])[CH:8]=[N:9]2)=[CH:4][CH:3]=1.C([Sn](CCCC)(CCCC)/[CH:28]=[CH:29]/[CH2:30][CH2:31][CH2:32][N:33]1[CH2:38][CH2:37][O:36][CH2:35][CH2:34]1)CCC. Given the product [Cl:22][C:16]1[CH:17]=[C:18]([Cl:21])[CH:19]=[CH:20][C:15]=1[NH:14][C:6]1[C:5]2[C:10](=[CH:11][C:2](/[CH:28]=[CH:29]/[CH2:30][CH2:31][CH2:32][N:33]3[CH2:38][CH2:37][O:36][CH2:35][CH2:34]3)=[CH:3][CH:4]=2)[N:9]=[CH:8][C:7]=1[C:12]#[N:13], predict the reactants needed to synthesize it. (5) Given the product [CH2:1]([O:3][C:4](=[O:27])[C:5]1[CH:10]=[C:9]([F:11])[C:8]([N:12]2[CH2:16][CH2:15][C@H:14]([NH:17][C:18]([O:20][C:21]([CH3:22])([CH3:23])[CH3:24])=[O:19])[CH2:13]2)=[C:7]([F:25])[C:6]=1[NH:31][CH:28]1[CH2:30][CH2:29]1)[CH3:2], predict the reactants needed to synthesize it. The reactants are: [CH2:1]([O:3][C:4](=[O:27])[C:5]1[CH:10]=[C:9]([F:11])[C:8]([N:12]2[CH2:16][CH2:15][C@H:14]([NH:17][C:18]([O:20][C:21]([CH3:24])([CH3:23])[CH3:22])=[O:19])[CH2:13]2)=[C:7]([F:25])[C:6]=1F)[CH3:2].[CH:28]1([NH2:31])[CH2:30][CH2:29]1. (6) Given the product [Cl:25][C:11]1[C:10]([N+:15]([O-:17])=[O:16])=[CH:9][C:8]([C:5]2[CH:6]=[CH:7][C:2]([Br:1])=[CH:3][CH:4]=2)=[CH:13][N:12]=1, predict the reactants needed to synthesize it. The reactants are: [Br:1][C:2]1[CH:7]=[CH:6][C:5]([C:8]2[CH:9]=[C:10]([N+:15]([O-:17])=[O:16])[C:11](O)=[N:12][CH:13]=2)=[CH:4][CH:3]=1.C(=O)([O-])O.[Na+].P(Cl)(Cl)([Cl:25])=O. (7) The reactants are: Br[C:2]1[CH:20]=[CH:19][C:5]([CH2:6][CH:7]2[CH2:11][CH2:10][N:9]([CH:12]3[CH2:17][CH2:16][CH2:15][CH2:14][CH2:13]3)[C:8]2=[O:18])=[C:4]([Cl:21])[CH:3]=1.[Br-].[CH:23]1([Zn+])[CH2:28][CH2:27][CH2:26][CH2:25][CH2:24]1.O. Given the product [Cl:21][C:4]1[CH:3]=[C:2]([CH:23]2[CH2:28][CH2:27][CH2:26][CH2:25][CH2:24]2)[CH:20]=[CH:19][C:5]=1[CH2:6][CH:7]1[CH2:11][CH2:10][N:9]([CH:12]2[CH2:17][CH2:16][CH2:15][CH2:14][CH2:13]2)[C:8]1=[O:18], predict the reactants needed to synthesize it.